Dataset: Full USPTO retrosynthesis dataset with 1.9M reactions from patents (1976-2016). Task: Predict the reactants needed to synthesize the given product. (1) Given the product [C:18]([O:22][C:23]1[C:24]([CH2:29][N:15]2[CH2:14][CH2:13][CH:12]([C:10](=[O:11])[CH2:9][C:4]3[CH:5]=[CH:6][CH:7]=[CH:8][C:3]=3[F:2])[CH2:17][CH2:16]2)=[N:25][CH:26]=[CH:27][N:28]=1)([CH3:21])([CH3:20])[CH3:19], predict the reactants needed to synthesize it. The reactants are: Cl.[F:2][C:3]1[CH:8]=[CH:7][CH:6]=[CH:5][C:4]=1[CH2:9][C:10]([CH:12]1[CH2:17][CH2:16][NH:15][CH2:14][CH2:13]1)=[O:11].[C:18]([O:22][C:23]1[C:24]([CH:29]=O)=[N:25][CH:26]=[CH:27][N:28]=1)([CH3:21])([CH3:20])[CH3:19].C(O[BH-](OC(=O)C)OC(=O)C)(=O)C.[Na+].[OH-].[Na+]. (2) Given the product [NH2:18][C:15]1[CH:16]=[CH:17][C:12]([C:11]2[C:4]3[C:3](=[O:20])[C:2]4[S:1][CH:8]=[CH:7][C:6]=4[C:5]=3[NH:9][N:10]=2)=[CH:13][CH:14]=1, predict the reactants needed to synthesize it. The reactants are: [S:1]1[CH:8]=[CH:7][C:6]2[C:5]3[NH:9][N:10]=[C:11]([C:12]4[CH:17]=[CH:16][C:15]([NH2:18])=[CH:14][CH:13]=4)[C:4]=3[CH2:3][C:2]1=2.C([O-])([O-])=[O:20].[Cs+].[Cs+]. (3) Given the product [CH3:34][O:35][C:36]([C@@H:38]1[C@H:26]([C:25]([OH:32])=[O:15])[CH2:31][CH:30]=[CH:29][CH2:28]1)=[O:37], predict the reactants needed to synthesize it. The reactants are: C(N(CC)CC)C.C1C=CC(P(N=[N+]=[N-])(C2C=CC=CC=2)=[O:15])=CC=1.[CH2:25]([OH:32])[C:26]1[CH:31]=[CH:30][CH:29]=[CH:28]C=1.C[CH2:34][O:35][C:36]([CH3:38])=[O:37]. (4) The reactants are: [Cl:1][C:2]1[CH:24]=[CH:23][C:5]([O:6][CH2:7][C:8]([CH:10]2[CH2:15][CH2:14][N:13](C(OC(C)(C)C)=O)[CH2:12][CH2:11]2)=[O:9])=[C:4]([NH:25][C:26]([NH2:28])=[O:27])[CH:3]=1. Given the product [Cl:1][C:2]1[CH:24]=[CH:23][C:5]([O:6][CH2:7][C:8](=[O:9])[CH:10]2[CH2:15][CH2:14][NH:13][CH2:12][CH2:11]2)=[C:4]([NH:25][C:26]([NH2:28])=[O:27])[CH:3]=1, predict the reactants needed to synthesize it. (5) Given the product [F:5][C:6]1[CH:11]=[CH:10][C:9]([C:12]2[N:17]=[CH:16][N:15]=[C:14]([NH:18][C:19]3[CH:34]=[CH:33][CH:32]=[C:21]([CH2:22][S:23]([CH3:25])(=[NH:26])=[O:24])[CH:20]=3)[N:13]=2)=[C:8]([O:35][CH3:36])[CH:7]=1, predict the reactants needed to synthesize it. The reactants are: C([O-])C.[Na+].[F:5][C:6]1[CH:11]=[CH:10][C:9]([C:12]2[N:17]=[CH:16][N:15]=[C:14]([NH:18][C:19]3[CH:20]=[C:21]([CH:32]=[CH:33][CH:34]=3)[CH2:22][S:23](=[N:26]C(=O)OCC)([CH3:25])=[O:24])[N:13]=2)=[C:8]([O:35][CH3:36])[CH:7]=1. (6) Given the product [CH3:8][O:9][C:10](=[O:40])[CH2:11][C:13]1[C:21]2[C:16](=[C:17]([Cl:22])[CH:18]=[CH:19][CH:20]=2)[NH:15][C:14]=1[C:23]1[CH:28]=[CH:27][C:26]([Cl:29])=[C:25]([S:30](=[O:38])(=[O:39])[NH:31][CH:32]2[CH2:37][CH2:36][CH2:35][CH2:34][CH2:33]2)[CH:24]=1, predict the reactants needed to synthesize it. The reactants are: C([SiH](CC)CC)C.[CH3:8][O:9][C:10](=[O:40])[C:11]([C:13]1[C:21]2[C:16](=[C:17]([Cl:22])[CH:18]=[CH:19][CH:20]=2)[NH:15][C:14]=1[C:23]1[CH:28]=[CH:27][C:26]([Cl:29])=[C:25]([S:30](=[O:39])(=[O:38])[NH:31][CH:32]2[CH2:37][CH2:36][CH2:35][CH2:34][CH2:33]2)[CH:24]=1)=O. (7) Given the product [C:1]([O:19][CH2:18][C:17]([CH3:21])([CH3:20])[CH2:16][N:15]1[C:9]2[CH:8]=[CH:7][C:6]([Cl:5])=[CH:48][C:10]=2[C@@H:11]([C:38]2[CH:43]=[CH:42][CH:41]=[C:40]([O:44][CH3:45])[C:39]=2[O:46][CH3:47])[O:12][C@H:13]([CH2:23][C:24]([NH:26][C:27]2[CH:28]=[C:29]([CH2:33][CH2:34][C:35]([OH:37])=[O:36])[CH:30]=[CH:31][CH:32]=2)=[O:25])[C:14]1=[O:22])(=[O:3])[CH3:2], predict the reactants needed to synthesize it. The reactants are: [C:1](Cl)(=[O:3])[CH3:2].[Cl:5][C:6]1[CH:7]=[CH:8][C:9]2[N:15]([CH2:16][C:17]([CH3:21])([CH3:20])[CH2:18][OH:19])[C:14](=[O:22])[C@@H:13]([CH2:23][C:24]([NH:26][C:27]3[CH:28]=[C:29]([CH2:33][CH2:34][C:35]([OH:37])=[O:36])[CH:30]=[CH:31][CH:32]=3)=[O:25])[O:12][C@H:11]([C:38]3[CH:43]=[CH:42][CH:41]=[C:40]([O:44][CH3:45])[C:39]=3[O:46][CH3:47])[C:10]=2[CH:48]=1.N1C=CC=CC=1.C(OCC)(=O)C. (8) Given the product [F:1][C:2]1[CH:19]=[CH:18][C:5]([CH2:6][O:7][C:8]2[CH:9]=[C:10]([NH2:15])[C:11]([NH2:12])=[CH:13][CH:14]=2)=[CH:4][CH:3]=1, predict the reactants needed to synthesize it. The reactants are: [F:1][C:2]1[CH:19]=[CH:18][C:5]([CH2:6][O:7][C:8]2[CH:14]=[CH:13][C:11]([NH2:12])=[C:10]([N+:15]([O-])=O)[CH:9]=2)=[CH:4][CH:3]=1.FC1C=CC(COC2C=CC([N+]([O-])=O)=C([N+]([O-])=O)C=2)=CC=1. (9) Given the product [CH2:21]([O:20][C:18](=[O:19])[CH:17]([CH2:12][C:11]1[C:5]2[C:6](=[CH:7][CH:8]=[C:3]([CH2:2][CH3:1])[CH:4]=2)[NH:9][CH:10]=1)[C:16]([O:24][CH2:25][CH3:26])=[O:23])[CH3:22], predict the reactants needed to synthesize it. The reactants are: [CH3:1][CH2:2][C:3]1[CH:8]=[CH:7][C:6]2[NH:9][CH:10]=[C:11]([CH2:12]N(C)C)[C:5]=2[CH:4]=1.[C:16]([O:24][CH2:25][CH3:26])(=[O:23])[CH2:17][C:18]([O:20][CH2:21][CH3:22])=[O:19].[Na].Cl. (10) Given the product [Br:30][CH2:22][C:3]1[C:2]([F:1])=[C:11]2[C:6]([C:7]([C:16]3[CH:17]=[N:18][N:19]([CH3:21])[CH:20]=3)=[CH:8][C:9]([C:12]([O:14][CH3:15])=[O:13])=[N:10]2)=[CH:5][CH:4]=1, predict the reactants needed to synthesize it. The reactants are: [F:1][C:2]1[C:3]([CH3:22])=[CH:4][CH:5]=[C:6]2[C:11]=1[N:10]=[C:9]([C:12]([O:14][CH3:15])=[O:13])[CH:8]=[C:7]2[C:16]1[CH:17]=[N:18][N:19]([CH3:21])[CH:20]=1.C1C(=O)N([Br:30])C(=O)C1.C(OOC(=O)C1C=CC=CC=1)(=O)C1C=CC=CC=1.